This data is from Peptide-MHC class II binding affinity with 134,281 pairs from IEDB. The task is: Regression. Given a peptide amino acid sequence and an MHC pseudo amino acid sequence, predict their binding affinity value. This is MHC class II binding data. (1) The peptide sequence is NSFQIEEFGTGVFTT. The MHC is DRB3_0101 with pseudo-sequence DRB3_0101. The binding affinity (normalized) is 0.482. (2) The peptide sequence is FLNFLEANGLNAIDF. The MHC is HLA-DQA10401-DQB10402 with pseudo-sequence HLA-DQA10401-DQB10402. The binding affinity (normalized) is 0.388. (3) The peptide sequence is SRKLLLIVQALRDNLEPG. The MHC is DRB1_0101 with pseudo-sequence DRB1_0101. The binding affinity (normalized) is 0. (4) The peptide sequence is SHLNAMSKVRKDISE. The MHC is DRB3_0202 with pseudo-sequence DRB3_0202. The binding affinity (normalized) is 0.409. (5) The peptide sequence is LEEKVNTTIARYRRG. The MHC is DRB1_0101 with pseudo-sequence DRB1_0101. The binding affinity (normalized) is 0.245.